This data is from hERG potassium channel inhibition data for cardiac toxicity prediction from Karim et al.. The task is: Regression/Classification. Given a drug SMILES string, predict its toxicity properties. Task type varies by dataset: regression for continuous values (e.g., LD50, hERG inhibition percentage) or binary classification for toxic/non-toxic outcomes (e.g., AMES mutagenicity, cardiotoxicity, hepatotoxicity). Dataset: herg_karim. The compound is Cc1c(Cl)ccc(OC2CCN(C[C@H](O)CNC(=O)c3c[nH]nc3C(F)(F)F)CC2)c1Cl. The result is 1 (blocker).